Dataset: Merck oncology drug combination screen with 23,052 pairs across 39 cell lines. Task: Regression. Given two drug SMILES strings and cell line genomic features, predict the synergy score measuring deviation from expected non-interaction effect. (1) Drug 1: NC1(c2ccc(-c3nc4ccn5c(=O)[nH]nc5c4cc3-c3ccccc3)cc2)CCC1. Drug 2: COC1=C2CC(C)CC(OC)C(O)C(C)C=C(C)C(OC(N)=O)C(OC)C=CC=C(C)C(=O)NC(=CC1=O)C2=O. Cell line: HT29. Synergy scores: synergy=11.0. (2) Cell line: SW837. Drug 2: C#Cc1cccc(Nc2ncnc3cc(OCCOC)c(OCCOC)cc23)c1. Drug 1: COc1cccc2c1C(=O)c1c(O)c3c(c(O)c1C2=O)CC(O)(C(=O)CO)CC3OC1CC(N)C(O)C(C)O1. Synergy scores: synergy=31.1.